This data is from Full USPTO retrosynthesis dataset with 1.9M reactions from patents (1976-2016). The task is: Predict the reactants needed to synthesize the given product. (1) Given the product [CH3:15][O:16][CH2:17][CH:18]([NH:19][C:11]([C:9]1[CH:8]=[N:7][CH:6]=[C:5]2[C:10]=1[N:1]=[CH:2][CH:3]=[CH:4]2)=[O:13])[C:20]1[CH:21]=[CH:22][C:23]([O:26][C:27]([F:28])([F:30])[F:29])=[CH:24][CH:25]=1, predict the reactants needed to synthesize it. The reactants are: [N:1]1[C:10]2[C:5](=[CH:6][N:7]=[CH:8][C:9]=2[C:11]([OH:13])=O)[CH:4]=[CH:3][CH:2]=1.Cl.[CH3:15][O:16][CH2:17][CH:18]([C:20]1[CH:25]=[CH:24][C:23]([O:26][C:27]([F:30])([F:29])[F:28])=[CH:22][CH:21]=1)[NH2:19].O.ON1C2C=CC=CC=2N=N1.Cl.CN(C)CCCN=C=NCC.C(=O)([O-])O.[Na+]. (2) Given the product [F:1][C:2]1[CH:11]=[C:10]2[C:5]([CH:6]=[C:7](/[CH:12]=[CH:13]/[CH:14]([OH:29])[CH2:15][CH2:16][CH2:17][CH2:18][C:19]3[CH:28]=[CH:27][C:26]4[CH2:25][CH2:24][CH2:23][NH:22][C:21]=4[N:20]=3)[CH:8]=[N:9]2)=[CH:4][CH:3]=1, predict the reactants needed to synthesize it. The reactants are: [F:1][C:2]1[CH:11]=[C:10]2[C:5]([CH:6]=[C:7](/[CH:12]=[CH:13]/[C:14](=[O:29])[CH2:15][CH2:16][CH2:17][CH2:18][C:19]3[CH:28]=[CH:27][C:26]4[CH2:25][CH2:24][CH2:23][NH:22][C:21]=4[N:20]=3)[CH:8]=[N:9]2)=[CH:4][CH:3]=1.[BH4-].[Na+].Cl. (3) Given the product [C:19](/[N:18]=[C:17](\[O:16][C:13]1[CH:14]=[CH:15][CH:10]=[CH:11][CH:12]=1)/[NH:5][C:4]1[CH:6]=[CH:7][C:8]([F:9])=[C:2]([F:1])[CH:3]=1)#[N:20], predict the reactants needed to synthesize it. The reactants are: [F:1][C:2]1[CH:3]=[C:4]([CH:6]=[CH:7][C:8]=1[F:9])[NH2:5].[CH:10]1[CH:15]=[CH:14][C:13]([O:16][C:17](OC2C=CC=CC=2)=[N:18][C:19]#[N:20])=[CH:12][CH:11]=1. (4) Given the product [NH2:1][C:2]1[N:3]([CH3:22])[C:4](=[O:21])[C@:5]2([N:20]=1)[C:14]1[CH:13]=[C:12]([C:26]3[CH:27]=[C:28]([F:30])[CH:29]=[C:24]([Cl:23])[CH:25]=3)[CH:11]=[CH:10][C:9]=1[O:8][C@@H:7]1[CH2:16][CH2:17][O:18][CH2:19][C@@H:6]21, predict the reactants needed to synthesize it. The reactants are: [NH2:1][C:2]1[N:3]([CH3:22])[C:4](=[O:21])[C:5]2([N:20]=1)[C:14]1[CH:13]=[C:12](Br)[CH:11]=[CH:10][C:9]=1[O:8][C@@H:7]1[CH2:16][CH2:17][O:18][CH2:19][C@@H:6]21.[Cl:23][C:24]1[CH:25]=[C:26](B(O)O)[CH:27]=[C:28]([F:30])[CH:29]=1.C([O-])([O-])=O.[Na+].[Na+]. (5) Given the product [CH2:45]([C:42]1[CH:43]=[CH:44][C:39]([C:5]([CH3:38])([CH2:6][CH2:7][CH2:8][CH2:9][CH:10]([CH:32]2[S:33][CH2:34][CH2:35][CH2:36][S:37]2)[CH2:11][CH2:12][CH2:13][CH2:14][C:15]([C:22]2[CH:27]=[CH:26][C:25]([CH2:28][CH:29]([CH3:31])[CH3:30])=[CH:24][CH:23]=2)([CH3:21])[CH2:16][OH:17])[CH2:4][OH:3])=[CH:40][CH:41]=1)[CH:46]([CH3:48])[CH3:47], predict the reactants needed to synthesize it. The reactants are: C([O:3][C:4](=O)[C:5]([C:39]1[CH:44]=[CH:43][C:42]([CH2:45][CH:46]([CH3:48])[CH3:47])=[CH:41][CH:40]=1)([CH3:38])[CH2:6][CH2:7][CH2:8][CH2:9][CH:10]([CH:32]1[S:37][CH2:36][CH2:35][CH2:34][S:33]1)[CH2:11][CH2:12][CH2:13][CH2:14][C:15]([C:22]1[CH:27]=[CH:26][C:25]([CH2:28][CH:29]([CH3:31])[CH3:30])=[CH:24][CH:23]=1)([CH3:21])[C:16](OCC)=[O:17])C.[H-].[H-].[H-].[H-].[Li+].[Al+3]. (6) Given the product [CH3:11][O:13][C:14](=[O:17])[CH2:15][S:8][C:4]1[CH:5]=[CH:6][CH:7]=[C:2]([Cl:1])[CH:3]=1, predict the reactants needed to synthesize it. The reactants are: [Cl:1][C:2]1[CH:3]=[C:4]([SH:8])[CH:5]=[CH:6][CH:7]=1.[H-].[Na+].[CH2:11]([O:13][C:14](=[O:17])[CH2:15]Br)C.